From a dataset of NCI-60 drug combinations with 297,098 pairs across 59 cell lines. Regression. Given two drug SMILES strings and cell line genomic features, predict the synergy score measuring deviation from expected non-interaction effect. (1) Drug 1: C1=C(C(=O)NC(=O)N1)F. Drug 2: C1C(C(OC1N2C=NC3=C2NC=NCC3O)CO)O. Cell line: MDA-MB-435. Synergy scores: CSS=19.9, Synergy_ZIP=0.0957, Synergy_Bliss=-2.20, Synergy_Loewe=-8.06, Synergy_HSA=-2.51. (2) Drug 1: COC1=NC(=NC2=C1N=CN2C3C(C(C(O3)CO)O)O)N. Drug 2: CCC1(C2=C(COC1=O)C(=O)N3CC4=CC5=C(C=CC(=C5CN(C)C)O)N=C4C3=C2)O.Cl. Cell line: SF-295. Synergy scores: CSS=48.7, Synergy_ZIP=0.245, Synergy_Bliss=-1.22, Synergy_Loewe=-68.7, Synergy_HSA=2.34. (3) Drug 1: CNC(=O)C1=NC=CC(=C1)OC2=CC=C(C=C2)NC(=O)NC3=CC(=C(C=C3)Cl)C(F)(F)F. Drug 2: CC(C)CN1C=NC2=C1C3=CC=CC=C3N=C2N. Cell line: HCC-2998. Synergy scores: CSS=6.16, Synergy_ZIP=1.11, Synergy_Bliss=-0.254, Synergy_Loewe=1.43, Synergy_HSA=-0.798.